This data is from NCI-60 drug combinations with 297,098 pairs across 59 cell lines. The task is: Regression. Given two drug SMILES strings and cell line genomic features, predict the synergy score measuring deviation from expected non-interaction effect. (1) Drug 1: CC1=C(C(=O)C2=C(C1=O)N3CC4C(C3(C2COC(=O)N)OC)N4)N. Drug 2: CC(C)CN1C=NC2=C1C3=CC=CC=C3N=C2N. Cell line: EKVX. Synergy scores: CSS=-5.86, Synergy_ZIP=2.02, Synergy_Bliss=0.442, Synergy_Loewe=-5.82, Synergy_HSA=-5.22. (2) Drug 1: C1=NC2=C(N=C(N=C2N1C3C(C(C(O3)CO)O)O)F)N. Drug 2: CC1=C(C=C(C=C1)C(=O)NC2=CC(=CC(=C2)C(F)(F)F)N3C=C(N=C3)C)NC4=NC=CC(=N4)C5=CN=CC=C5. Cell line: MALME-3M. Synergy scores: CSS=-3.67, Synergy_ZIP=-0.181, Synergy_Bliss=-3.83, Synergy_Loewe=-6.35, Synergy_HSA=-6.61. (3) Drug 1: C1=CC(=CC=C1CCCC(=O)O)N(CCCl)CCCl. Drug 2: CC(C)CN1C=NC2=C1C3=CC=CC=C3N=C2N. Cell line: OVCAR3. Synergy scores: CSS=13.8, Synergy_ZIP=-7.59, Synergy_Bliss=1.47, Synergy_Loewe=-1.21, Synergy_HSA=-0.630. (4) Drug 1: CC12CCC3C(C1CCC2=O)CC(=C)C4=CC(=O)C=CC34C. Drug 2: C1C(C(OC1N2C=NC(=NC2=O)N)CO)O. Cell line: NCI/ADR-RES. Synergy scores: CSS=35.7, Synergy_ZIP=0.281, Synergy_Bliss=2.94, Synergy_Loewe=-0.0754, Synergy_HSA=3.73. (5) Drug 1: C1=CN(C=N1)CC(O)(P(=O)(O)O)P(=O)(O)O. Drug 2: B(C(CC(C)C)NC(=O)C(CC1=CC=CC=C1)NC(=O)C2=NC=CN=C2)(O)O. Cell line: RPMI-8226. Synergy scores: CSS=7.05, Synergy_ZIP=4.35, Synergy_Bliss=0.660, Synergy_Loewe=-17.4, Synergy_HSA=-8.92. (6) Drug 1: C1=CC=C(C(=C1)C(C2=CC=C(C=C2)Cl)C(Cl)Cl)Cl. Drug 2: C(CN)CNCCSP(=O)(O)O. Cell line: SF-295. Synergy scores: CSS=2.10, Synergy_ZIP=0.195, Synergy_Bliss=0.869, Synergy_Loewe=0.903, Synergy_HSA=-1.59. (7) Drug 1: C1CCC(C1)C(CC#N)N2C=C(C=N2)C3=C4C=CNC4=NC=N3. Drug 2: CCC1(CC2CC(C3=C(CCN(C2)C1)C4=CC=CC=C4N3)(C5=C(C=C6C(=C5)C78CCN9C7C(C=CC9)(C(C(C8N6C)(C(=O)OC)O)OC(=O)C)CC)OC)C(=O)OC)O.OS(=O)(=O)O. Cell line: SR. Synergy scores: CSS=90.2, Synergy_ZIP=0.839, Synergy_Bliss=0.931, Synergy_Loewe=-1.30, Synergy_HSA=0.644. (8) Drug 1: C1CCC(C1)C(CC#N)N2C=C(C=N2)C3=C4C=CNC4=NC=N3. Drug 2: C1=C(C(=O)NC(=O)N1)N(CCCl)CCCl. Cell line: SF-539. Synergy scores: CSS=44.7, Synergy_ZIP=-1.31, Synergy_Bliss=-0.0528, Synergy_Loewe=-3.63, Synergy_HSA=1.45. (9) Drug 1: C1CC(C1)(C(=O)O)C(=O)O.[NH2-].[NH2-].[Pt+2]. Drug 2: C(CC(=O)O)C(=O)CN.Cl. Cell line: EKVX. Synergy scores: CSS=-2.67, Synergy_ZIP=2.55, Synergy_Bliss=4.36, Synergy_Loewe=-4.89, Synergy_HSA=-4.94.